This data is from Forward reaction prediction with 1.9M reactions from USPTO patents (1976-2016). The task is: Predict the product of the given reaction. (1) Given the reactants [C:1]([O:5][C:6](=[O:23])[NH:7][C:8]1[CH2:9][O:10][CH2:11][C:12]([C:15]2[CH:20]=[C:19](Br)[CH:18]=[CH:17][C:16]=2[F:22])([CH3:14])[N:13]=1)([CH3:4])([CH3:3])[CH3:2].O.O=C1O[C@H]([C@H](CO)O)C([O-])=C1O.[Na+].[N-:38]=[N+:39]=[N-:40].[Na+], predict the reaction product. The product is: [C:1]([O:5][C:6](=[O:23])[NH:7][C:8]1[CH2:9][O:10][CH2:11][C:12]([C:15]2[CH:20]=[C:19]([N:38]=[N+:39]=[N-:40])[CH:18]=[CH:17][C:16]=2[F:22])([CH3:14])[N:13]=1)([CH3:4])([CH3:3])[CH3:2]. (2) Given the reactants [H-].[Na+].[O:3]1[C:7]2[CH:8]=[CH:9][CH:10]=[CH:11][C:6]=2[N:5]=[C:4]1[N:12]([C:24]1[CH:29]=[CH:28][CH:27]=[CH:26][N:25]=1)[CH2:13][CH2:14][CH2:15][CH2:16][CH2:17][CH2:18][C:19](OCC)=O.[CH2:30]([O:32][C:33](=[O:42])CCCCCCCI)[CH3:31].O, predict the reaction product. The product is: [O:3]1[C:7]2[CH:8]=[CH:9][CH:10]=[CH:11][C:6]=2[N:5]=[C:4]1[N:12]([C:24]1[CH:29]=[CH:28][CH:27]=[CH:26][N:25]=1)[CH2:13][CH2:14][CH2:15][CH2:16][CH2:17][CH2:18][CH2:19][C:33]([O:32][CH2:30][CH3:31])=[O:42]. (3) Given the reactants [N:1]1[CH:6]=[CH:5][CH:4]=[CH:3][CH:2]=1.[Cl:7][C:8]1[CH:13]=[CH:12][C:11](B(O)O)=[CH:10][CH:9]=1.[C:17](=[O:20])(O)[O-:18].[Na+].O.O.[CH2:24]([N:35]([CH2:40]C(O)=O)CC(O)=O)[CH2:25][N:26](CC([O-])=O)CC([O-])=O.[Na+].[Na+].[CH2:46](Cl)Cl, predict the reaction product. The product is: [NH2:1][CH2:6][CH2:5][CH2:4][C@H:3]1[CH2:46][C@@:2]1([C:24]1[N:35]=[CH:40][N:26]([C:11]2[CH:12]=[CH:13][C:8]([Cl:7])=[CH:9][CH:10]=2)[CH:25]=1)[C:17]([OH:18])=[O:20]. (4) The product is: [OH:4][CH2:5][C:6]([C:8]1[N:9]=[CH:10][N:11]2[CH:15]=[CH:14][S:13][C:12]=12)=[O:7]. Given the reactants C([O:4][CH2:5][C:6]([C:8]1[N:9]=[CH:10][N:11]2[CH:15]=[CH:14][S:13][C:12]=12)=[O:7])(=O)C.C(=O)([O-])[O-].[K+].[K+], predict the reaction product.